This data is from Aqueous solubility values for 9,982 compounds from the AqSolDB database. The task is: Regression/Classification. Given a drug SMILES string, predict its absorption, distribution, metabolism, or excretion properties. Task type varies by dataset: regression for continuous measurements (e.g., permeability, clearance, half-life) or binary classification for categorical outcomes (e.g., BBB penetration, CYP inhibition). For this dataset (solubility_aqsoldb), we predict Y. (1) The compound is N/C(N=O)=C(\N)NO. The Y is -0.777 log mol/L. (2) The compound is Cc1ccc(S(=O)(=O)Nc2cc(S(=O)(=O)[O-])cc3c2C(=O)/C(=N/Nc2cc(Cl)ccc2Oc2ccccc2)C(S(=O)(=O)[O-])=C3)cc1.[Na+].[Na+]. The Y is -0.668 log mol/L.